From a dataset of Peptide-MHC class I binding affinity with 185,985 pairs from IEDB/IMGT. Regression. Given a peptide amino acid sequence and an MHC pseudo amino acid sequence, predict their binding affinity value. This is MHC class I binding data. (1) The peptide sequence is SYLNVSDFR. The MHC is HLA-A30:02 with pseudo-sequence HLA-A30:02. The binding affinity (normalized) is 0.176. (2) The peptide sequence is QELYSPLFLI. The MHC is HLA-B18:01 with pseudo-sequence HLA-B18:01. The binding affinity (normalized) is 0.214. (3) The peptide sequence is HSDTHGLYW. The MHC is HLA-B58:01 with pseudo-sequence HLA-B58:01. The binding affinity (normalized) is 0.808. (4) The peptide sequence is QGWKGSPAI. The MHC is HLA-B42:01 with pseudo-sequence HLA-B42:01. The binding affinity (normalized) is 0.285. (5) The peptide sequence is CSKHMDARY. The MHC is HLA-A68:01 with pseudo-sequence HLA-A68:01. The binding affinity (normalized) is 0.0911. (6) The peptide sequence is DPPQPEYDL. The MHC is Mamu-A01 with pseudo-sequence Mamu-A01. The binding affinity (normalized) is 0. (7) The peptide sequence is RVRAAMKPI. The MHC is HLA-A03:01 with pseudo-sequence HLA-A03:01. The binding affinity (normalized) is 0.0847. (8) The peptide sequence is ETFKIDAVR. The MHC is HLA-A03:01 with pseudo-sequence HLA-A03:01. The binding affinity (normalized) is 0.0513. (9) The peptide sequence is VQKVNPAPK. The MHC is HLA-A02:06 with pseudo-sequence HLA-A02:06. The binding affinity (normalized) is 0.0847.